This data is from Experimentally validated miRNA-target interactions with 360,000+ pairs, plus equal number of negative samples. The task is: Binary Classification. Given a miRNA mature sequence and a target amino acid sequence, predict their likelihood of interaction. (1) The miRNA is hsa-miR-556-5p with sequence GAUGAGCUCAUUGUAAUAUGAG. The protein sequence of the target gene is MESQCDYSMYFPAVPLPPRAELAGDPGRYRALPRRNHLYLGETVRFLLVLRCRGGAGSGTGGGPGLGSRGAWAELATALAALASVSAGGGMPGGGGAGDQDSEPPGGGDPGGGGLFRGCSPLLTHGPGPATSGGATTLPVEEPIVSTDEVIFPLTVSLDRLPPGTPKAKIVVTVWKREIEAPEVRDQGYLRLLQTRSPGETFRGEQSAFKAQVSTLLTLLPPPVLRCRQFTVAGKHLTVLKVLNSSSQEEISIWDIRILPNFNASYLPVMPDGSVLLVDNVCHQSGEVSMGSFCRLPGTS.... Result: 0 (no interaction). (2) The miRNA is hsa-miR-4445-3p with sequence CACGGCAAAAGAAACAAUCCA. The protein sequence of the target gene is MNCEREQLRGNQEAAAAPDTMAQPYASAQFAPPQNGIPAEYTAPHPHPAPEYTGQTTVPDHTLNLYPPTQTHSEQSADTSAQTVSGTATQTDDAAPTDGQPQTQPSENTESKSQPKRLHVSNIPFRFRDPDLRQMFGQFGKILDVEIIFNERGSKGFGFVTFENSADADRAREKLHGTVVEGRKIEVNNATARVMTNKKTVNPYTNGWKLNPVVGAVYSPDFYAGTVLLCQANQEGSSMYSGPSSLVYTSAMPGFPYPAATAAAAYRGAHLRGRGRTVYNTFRAAAPPPPIPAYGGVVYQ.... Result: 0 (no interaction). (3) The miRNA is hsa-miR-758-3p with sequence UUUGUGACCUGGUCCACUAACC. The protein sequence of the target gene is MAATAGGGPGAAAGAVGAGGAAAASGLAVYRRKDGGPASKFWESPDTVSQLDSVRVWLGKHYKKYVHADAPTNKTLAGLVVQLLQFQEDAFGKHVTNPAFTKLPAKCFMDFKAGGTLCHILGAAYKYKNEQGWRRFDLQNPSRMDRNVEMFMNIEKTLVQNNCLTRPNIYLIPDIDLKLANKLKDIIKRHQGTFTDEKSKASHHIYPYPSSQEDEEWLRPVMRRDKQVLVHWGFYPDSYDTWVHSNDVDAEIEDAPIPEKPWKVHVKWILDTDVFNEWMNEEDYEVDENRKPVSFRQRIS.... Result: 0 (no interaction). (4) The miRNA is hsa-miR-664b-5p with sequence UGGGCUAAGGGAGAUGAUUGGGUA. The protein sequence of the target gene is MGRNKKKKRDGDDRRPRLVLSFDEEKRREYLTGFHKRKVERKKAAIEEIKQRLKEEQRKLREERHQEYLKMLAEREEALEEADELDRLVTAKTESVQYDHPNHTVTVTTISDLDLSGARLLGLTPPEGGAGDRSEEEASSTEKPTKALPRKSRDPLLSQRISSLTASLHAHSRKKVKRKHPRRAQDSKKPPRAPRTSKAQRRRLTGKARHSGE. Result: 0 (no interaction). (5) The miRNA is mmu-miR-411-5p with sequence UAGUAGACCGUAUAGCGUACG. The protein sequence of the target gene is MRSPRTRGRPGRPLSLLLALLCALRAKVCGASGQFELEILSMQNVNGELQNGNCCGGARNPGDRKCTRDECDTYFKVCLKEYQSRVTAGGPCSFGSGSTPVIGGNTFNLKASRGNDRNRIVLPFSFAWPRSYTLLVEAWDSSNDTIQPDSIIEKASHSGMINPSRQWQTLKQNTGIAHFEYQIRVTCDDHYYGFGCNKFCRPRDDFFGHYACDQNGNKTCMEGWMGPECNKAICRQGCSPKHGSCKLPGDCRCQYGWQGLYCDKCIPHPGCVHGTCNEPWQCLCETNWGGQLCDKDLNYC.... Result: 0 (no interaction). (6) The miRNA is hsa-miR-5681a with sequence AGAAAGGGUGGCAAUACCUCUU. Result: 0 (no interaction). The protein sequence of the target gene is MDGCSAASTFLTDSLELELGTEWCKPPCFSCAFDNREGKFSGESYLASGALKRLILNLDPLPTNFEEDTVELFGFQWVTETALVYSCRELFHLFRQQIFNLESLVQVSCDFGKIATLHAKADSIRQQCVVFLHYIKVFIFRCLKVQEAESHSRPAHPYEALEAQLPSMLVDELRGLLLYIGHLAALPSVTVGAFVNQNQMKLFPPSWHLLHLYLDTHWLVLEILHILGEKLKQVVYGRQFIGQAGDNLTNVSLFEEHCEHLFCDLICLSLNRFDKVMPSEALLISHCPCSCVKELWVLLI....